Predict the product of the given reaction. From a dataset of Forward reaction prediction with 1.9M reactions from USPTO patents (1976-2016). (1) Given the reactants C([O:7][C:8]1[CH:13]=[C:12]([CH2:14][CH2:15]OS(C)(=O)=O)[O:11][C:10](=[O:21])[C:9]=1[C:22]1[C:27]([CH3:28])=[CH:26][C:25]([CH3:29])=[CH:24][C:23]=1[CH3:30])(=O)C(C)(C)C.[Br:31][C:32]1[CH:37]=[CH:36][C:35]([SH:38])=[CH:34][CH:33]=1.C([O-])([O-])=O.[K+].[K+].Cl, predict the reaction product. The product is: [Br:31][C:32]1[CH:37]=[CH:36][C:35]([S:38][CH2:15][CH2:14][C:12]2[O:11][C:10](=[O:21])[C:9]([C:22]3[C:27]([CH3:28])=[CH:26][C:25]([CH3:29])=[CH:24][C:23]=3[CH3:30])=[C:8]([OH:7])[CH:13]=2)=[CH:34][CH:33]=1. (2) Given the reactants Br[C:2]1[CH:3]=[C:4]2[C:9](=[CH:10][CH:11]=1)[NH:8][C:7](=[O:12])[CH2:6][CH2:5]2.[BH3:13].[OH:14][C:15]([C:18]([OH:21])([CH3:20])[CH3:19])([CH3:17])[CH3:16].ClCCl.C(N(CC)CC)C, predict the reaction product. The product is: [CH3:16][C:15]1([CH3:17])[C:18]([CH3:20])([CH3:19])[O:21][B:13]([C:2]2[CH:3]=[C:4]3[C:9](=[CH:10][CH:11]=2)[NH:8][C:7](=[O:12])[CH2:6][CH2:5]3)[O:14]1. (3) Given the reactants Br[C:2]1[CH:3]=[N:4][CH:5]=[N:6][CH:7]=1.C(=O)([O-])[O-].[Na+].[Na+].[C:14]([C:16]1[C:17]([F:25])=[C:18](B(O)O)[CH:19]=[CH:20][CH:21]=1)#[N:15].O, predict the reaction product. The product is: [F:25][C:17]1[C:18]([C:2]2[CH:3]=[N:4][CH:5]=[N:6][CH:7]=2)=[CH:19][CH:20]=[CH:21][C:16]=1[C:14]#[N:15].